Dataset: Peptide-MHC class I binding affinity with 185,985 pairs from IEDB/IMGT. Task: Regression. Given a peptide amino acid sequence and an MHC pseudo amino acid sequence, predict their binding affinity value. This is MHC class I binding data. (1) The binding affinity (normalized) is 0. The peptide sequence is VEYLLEQL. The MHC is H-2-Db with pseudo-sequence H-2-Db. (2) The peptide sequence is KLYERNTAF. The MHC is HLA-A02:19 with pseudo-sequence HLA-A02:19. The binding affinity (normalized) is 0.213. (3) The peptide sequence is MIKVGNCDET. The MHC is HLA-A02:01 with pseudo-sequence HLA-A02:01. The binding affinity (normalized) is 0. (4) The peptide sequence is TPQDLNTML. The MHC is HLA-A02:01 with pseudo-sequence HLA-A02:01. The binding affinity (normalized) is 0. (5) The binding affinity (normalized) is 0.0847. The peptide sequence is PLFPGITRV. The MHC is HLA-B57:01 with pseudo-sequence HLA-B57:01. (6) The peptide sequence is VALLRTYCI. The MHC is HLA-B51:01 with pseudo-sequence HLA-B51:01. The binding affinity (normalized) is 0.448. (7) The peptide sequence is QEDEEHYLM. The MHC is Mamu-B1001 with pseudo-sequence Mamu-B1001. The binding affinity (normalized) is 0. (8) The peptide sequence is VVSEIDLQW. The MHC is HLA-B46:01 with pseudo-sequence HLA-B46:01. The binding affinity (normalized) is 0.0847.